From a dataset of Reaction yield outcomes from USPTO patents with 853,638 reactions. Predict the reaction yield, written as a fraction of the theoretical maximum amount of product (1.0 means a 100% yield; for example, 0.34 means a 34% yield). (1) The reactants are C(OC(=O)C)(=O)C.O[CH:9]([C:16]1[CH:21]=[CH:20][CH:19]=[CH:18][N:17]=1)[C:10](=[CH2:15])[C:11]([O:13][CH3:14])=[O:12]. The catalyst is C(=O)(O)[O-].[Na+]. The product is [CH:9]1[C:10]([C:11]([O:13][CH3:14])=[O:12])=[CH:15][N:17]2[C:16]=1[CH:21]=[CH:20][CH:19]=[CH:18]2. The yield is 0.350. (2) The reactants are Cl.O1CCOCC1.C(OC(=O)[NH:14][CH2:15][CH2:16][O:17][C:18]1[CH:23]=[C:22]([F:24])[CH:21]=[CH:20][C:19]=1[C:25]([N:27]1[CH2:41][C:30]2=[C:31]3[N:36]([N:37]=[C:29]2[CH2:28]1)[C:35]([CH3:38])=[C:34]([Cl:39])[C:33]([CH3:40])=[N:32]3)=[O:26])(C)(C)C. The catalyst is C(Cl)Cl. The product is [ClH:39].[NH2:14][CH2:15][CH2:16][O:17][C:18]1[CH:23]=[C:22]([F:24])[CH:21]=[CH:20][C:19]=1[C:25]([N:27]1[CH2:41][C:30]2=[C:31]3[N:36]([N:37]=[C:29]2[CH2:28]1)[C:35]([CH3:38])=[C:34]([Cl:39])[C:33]([CH3:40])=[N:32]3)=[O:26]. The yield is 0.920. (3) The reactants are [Cl:1]N1C(=O)CCC1=O.[CH3:9][O:10][C:11]1[C:17]([O:18][CH3:19])=[CH:16][CH:15]=C[C:12]=1[NH2:13].Cl[CH2:21][Cl:22]. The catalyst is C(Cl)(Cl)Cl. The product is [Cl:1][C:16]1[CH:15]=[C:21]([Cl:22])[C:12]([NH2:13])=[C:11]([O:10][CH3:9])[C:17]=1[O:18][CH3:19]. The yield is 0.350. (4) The reactants are C(OC([N:8]1[CH2:13][CH2:12][N:11]([CH2:14][C:15](=[O:32])[N:16]([CH:20]2[CH2:29][CH2:28][C:27]3[C:22](=[CH:23][C:24]([O:30][CH3:31])=[CH:25][CH:26]=3)[CH2:21]2)[CH2:17][CH2:18][CH3:19])[CH2:10][CH2:9]1)=O)(C)(C)C.FC(F)(F)C(O)=O. The catalyst is ClCCl. The product is [CH3:31][O:30][C:24]1[CH:23]=[C:22]2[C:27]([CH2:28][CH2:29][CH:20]([N:16]([CH2:17][CH2:18][CH3:19])[C:15](=[O:32])[CH2:14][N:11]3[CH2:10][CH2:9][NH:8][CH2:13][CH2:12]3)[CH2:21]2)=[CH:26][CH:25]=1. The yield is 0.960.